Dataset: Forward reaction prediction with 1.9M reactions from USPTO patents (1976-2016). Task: Predict the product of the given reaction. Given the reactants C([N:8]1[CH2:17][CH2:16][C:15]2[C:10](=[CH:11][CH:12]=[N:13][C:14]=2Br)[CH2:9]1)C1C=CC=CC=1.CC([O-])(C)C.[Na+].[F:25][C:26]([F:35])([F:34])[C:27]1[CH:33]=[CH:32][C:30]([NH2:31])=[CH:29][CH:28]=1.[C:36]1([CH3:42])[CH:41]=[CH:40][CH:39]=[CH:38][CH:37]=1, predict the reaction product. The product is: [CH2:42]([CH:17]1[CH2:16][C:15]2[C:14]([NH:31][C:30]3[CH:32]=[CH:33][C:27]([C:26]([F:34])([F:35])[F:25])=[CH:28][CH:29]=3)=[N:13][CH:12]=[CH:11][C:10]=2[CH2:9][NH:8]1)[C:36]1[CH:41]=[CH:40][CH:39]=[CH:38][CH:37]=1.